This data is from Peptide-MHC class II binding affinity with 134,281 pairs from IEDB. The task is: Regression. Given a peptide amino acid sequence and an MHC pseudo amino acid sequence, predict their binding affinity value. This is MHC class II binding data. (1) The peptide sequence is AKAIITPVVFYRSGT. The MHC is DRB1_1101 with pseudo-sequence DRB1_1101. The binding affinity (normalized) is 0.381. (2) The peptide sequence is NSFQIEEFGTGVFTT. The MHC is HLA-DQA10102-DQB10501 with pseudo-sequence HLA-DQA10102-DQB10501. The binding affinity (normalized) is 0.438. (3) The peptide sequence is NPTDTGHGTVVMQVK. The MHC is DRB1_0405 with pseudo-sequence DRB1_0405. The binding affinity (normalized) is 0.